Predict the reaction yield, written as a fraction of the theoretical maximum amount of product (1.0 means a 100% yield; for example, 0.34 means a 34% yield). From a dataset of Reaction yield outcomes from USPTO patents with 853,638 reactions. (1) The yield is 0.130. The catalyst is O. The product is [CH3:9][C:3]1[C:2]2[N:1]=[C:10](/[CH:11]=[CH:12]/[C:13]3[CH:18]=[CH:17][CH:16]=[CH:15][CH:14]=3)[NH:8][C:7]=2[CH:6]=[CH:5][CH:4]=1. The reactants are [NH2:1][C:2]1[C:7]([NH2:8])=[CH:6][CH:5]=[CH:4][C:3]=1[CH3:9].[C:10](O)(=O)/[CH:11]=[CH:12]/[C:13]1[CH:18]=[CH:17][CH:16]=[CH:15][CH:14]=1.[OH-].[Na+]. (2) The reactants are Cl[C:2]1[C:7]([Cl:8])=[N:6][CH:5]=[CH:4][N:3]=1.CC1(C)C(C)(C)OB([C:17]2[C:26]3[C:21](=[CH:22][CH:23]=[CH:24][CH:25]=3)[C:20]([C:27]#[N:28])=[CH:19][CH:18]=2)O1.C(=O)([O-])[O-].[Na+].[Na+]. The catalyst is O1CCOCC1. The product is [Cl:8][C:7]1[C:2]([C:17]2[C:26]3[C:21](=[CH:22][CH:23]=[CH:24][CH:25]=3)[C:20]([C:27]#[N:28])=[CH:19][CH:18]=2)=[N:3][CH:4]=[CH:5][N:6]=1. The yield is 0.680. (3) The reactants are [NH2:1][C:2]1[CH:14]=[CH:13][C:12]2[C@@H:11]3[C@@H:6]([N:7]([C:15]([C:17]4[CH:25]=[CH:24][C:20]5[NH:21][CH:22]=[N:23][C:19]=5[CH:18]=4)=[O:16])[CH2:8][CH2:9][CH2:10]3)[CH2:5][C:4]=2[C:3]=1[OH:26].C(OCC)(OCC)O[CH2:29][CH3:30]. No catalyst specified. The product is [NH:21]1[C:20]2[CH:24]=[CH:25][C:17]([C:15]([N:7]3[C@H:6]4[C@H:11]([C:12]5[CH:4]=[C:3]6[O:26][C:29]([CH3:30])=[N:1][C:2]6=[CH:14][C:13]=5[CH2:5]4)[CH2:10][CH2:9][CH2:8]3)=[O:16])=[CH:18][C:19]=2[N:23]=[CH:22]1. The yield is 0.640. (4) The catalyst is CN(C=O)C. The reactants are O.O.Cl.[NH2:4][C:5]1[N:14]=[C:13]([NH2:15])[C:12]2[C:7](=[N:8][CH:9]=[C:10]([CH2:16][N:17]([CH3:27])[C:18]3[CH:26]=[CH:25][C:21]([C:22]([OH:24])=O)=[CH:20][CH:19]=3)[N:11]=2)[N:6]=1.NC1N=C(N)C2C(=NC=C(C[N:41]([C:43]3[CH:51]=CC(C(O)=O)=C[CH:44]=3)C)N=2)N=1.O.O.C([P:56](=[O:63])([O:60][CH2:61][CH3:62])[O:57][CH2:58][CH3:59])#N.CCN(C(C)C)C(C)C.C(O)(=O)C(O)=O.C(OP(CCCN)(=O)OCC)C. The yield is 0.750. The product is [CH2:58]([O:57][P:56]([CH2:51][CH:43]([NH:41][C:22](=[O:24])[C:21]1[CH:20]=[CH:19][C:18]([N:17]([CH2:16][C:10]2[N:11]=[C:12]3[C:7](=[N:8][CH:9]=2)[N:6]=[C:5]([NH2:4])[N:14]=[C:13]3[NH2:15])[CH3:27])=[CH:26][CH:25]=1)[CH3:44])(=[O:63])[O:60][CH2:61][CH3:62])[CH3:59]. (5) The reactants are Cl[CH2:2][C:3]1[N:4]=[C:5]([CH3:8])[S:6][CH:7]=1.[P:9]([O:16]CC)([O:13][CH2:14][CH3:15])[O:10][CH2:11][CH3:12]. No catalyst specified. The product is [CH3:8][C:5]1[S:6][CH:7]=[C:3]([CH2:2][P:9](=[O:16])([O:13][CH2:14][CH3:15])[O:10][CH2:11][CH3:12])[N:4]=1. The yield is 0.560.